This data is from Full USPTO retrosynthesis dataset with 1.9M reactions from patents (1976-2016). The task is: Predict the reactants needed to synthesize the given product. (1) Given the product [O:18]1[CH2:23][CH2:22][CH:21]([NH:24][C:3]2[CH:2]=[C:1]([NH:17][C:14]3[CH:13]=[C:12]([CH3:11])[NH:16][N:15]=3)[N:10]=[C:1]([CH:2]=[CH:3][C:4]3[CH:9]=[CH:8][CH:7]=[CH:6][CH:5]=3)[N:10]=2)[CH2:20][CH2:19]1, predict the reactants needed to synthesize it. The reactants are: [C:1](#[N:10])[CH:2]=[CH:3][C:4]1[CH:9]=[CH:8][CH:7]=[CH:6][CH:5]=1.[CH3:11][C:12]1[NH:16][N:15]=[C:14]([NH2:17])[CH:13]=1.[O:18]1[CH2:23][CH2:22][CH:21]([NH2:24])[CH2:20][CH2:19]1. (2) Given the product [CH3:22][N:8]1[C:6]2=[N:7][C:2]([N:34]3[CH:35]=[CH:36][C:31]([C:28]4[CH:27]=[CH:26][C:25]([C:24]([F:23])([F:38])[F:39])=[CH:30][N:29]=4)=[CH:32][C:33]3=[O:37])=[CH:3][CH:4]=[C:5]2[C:10]2[CH2:11][N:12]([C:15]([O:17][C:18]([CH3:21])([CH3:20])[CH3:19])=[O:16])[CH2:13][CH2:14][C:9]1=2, predict the reactants needed to synthesize it. The reactants are: Br[C:2]1[N:7]=[C:6]2[N:8]([CH3:22])[C:9]3[CH2:14][CH2:13][N:12]([C:15]([O:17][C:18]([CH3:21])([CH3:20])[CH3:19])=[O:16])[CH2:11][C:10]=3[C:5]2=[CH:4][CH:3]=1.[F:23][C:24]([F:39])([F:38])[C:25]1[CH:26]=[CH:27][C:28]([C:31]2[CH:36]=[CH:35][NH:34][C:33](=[O:37])[CH:32]=2)=[N:29][CH:30]=1.[O-]P([O-])([O-])=O.[K+].[K+].[K+].CN[C@H]1CCCC[C@@H]1NC. (3) The reactants are: [NH2:1][CH2:2][C:3]1[C:8](=[O:9])[NH:7][C:6]2[CH2:10][CH2:11][CH2:12][C:5]=2[C:4]=1C.[O:14]([C:21]1[CH:29]=[CH:28][C:24]([C:25](O)=[O:26])=[CH:23][CH:22]=1)[C:15]1[CH:20]=[CH:19][CH:18]=[CH:17][CH:16]=1.C1C=CC2N(O)N=NC=2C=1.C(Cl)CCl. Given the product [O:9]=[C:8]1[NH:7][C:6]2[CH2:10][CH2:11][CH2:12][C:5]=2[CH:4]=[C:3]1[CH2:2][NH:1][C:25](=[O:26])[C:24]1[CH:23]=[CH:22][C:21]([O:14][C:15]2[CH:20]=[CH:19][CH:18]=[CH:17][CH:16]=2)=[CH:29][CH:28]=1, predict the reactants needed to synthesize it. (4) Given the product [CH3:2][O:3][C:4]1[CH:5]=[CH:6][C:7]([C:10]2[N:14]([C:15]3[CH:22]=[CH:21][C:18]([CH2:19][NH:20][C:28]([NH2:29])=[O:27])=[CH:17][CH:16]=3)[N:13]=[C:12]([C:23]([F:26])([F:24])[F:25])[CH:11]=2)=[CH:8][CH:9]=1, predict the reactants needed to synthesize it. The reactants are: Cl.[CH3:2][O:3][C:4]1[CH:9]=[CH:8][C:7]([C:10]2[N:14]([C:15]3[CH:22]=[CH:21][C:18]([CH2:19][NH2:20])=[CH:17][CH:16]=3)[N:13]=[C:12]([C:23]([F:26])([F:25])[F:24])[CH:11]=2)=[CH:6][CH:5]=1.[O-:27][C:28]#[N:29].[Na+]. (5) Given the product [OH:26][CH2:25][CH2:24][N:23]([C:27]1[CH:28]=[CH:29][CH:30]=[CH:31][CH:32]=1)[C:15]1[C:16]2[CH2:22][N:21]([C:34]([O:36][CH3:37])=[O:35])[CH2:20][CH2:19][C:17]=2[N:18]=[C:13]([NH:12][C:9]2[CH:10]=[CH:11][C:6]([C:5]3[O:1][CH:2]=[N:3][CH:4]=3)=[CH:7][CH:8]=2)[N:14]=1, predict the reactants needed to synthesize it. The reactants are: [O:1]1[C:5]([C:6]2[CH:11]=[CH:10][C:9]([NH:12][C:13]3[N:14]=[C:15]([N:23]([C:27]4[CH:32]=[CH:31][CH:30]=[CH:29][CH:28]=4)[CH2:24][CH2:25][OH:26])[C:16]4[CH2:22][NH:21][CH2:20][CH2:19][C:17]=4[N:18]=3)=[CH:8][CH:7]=2)=[CH:4][N:3]=[CH:2]1.Cl[C:34]([O:36][CH3:37])=[O:35]. (6) Given the product [CH3:12][C:8]1[CH:9]=[CH:10][CH:11]=[C:6]([CH:3]2[CH2:4][CH2:5][O:1][CH2:2]2)[C:7]=1[OH:13], predict the reactants needed to synthesize it. The reactants are: [O:1]1[CH:5]=[CH:4][C:3]([C:6]2[CH:11]=[CH:10][CH:9]=[C:8]([CH3:12])[C:7]=2[OH:13])=[CH:2]1.O1CCCC1. (7) The reactants are: Br[C:2]1[CH:3]=[CH:4][C:5]([NH:8][CH3:9])=[N:6][CH:7]=1.CC([O-])=O.[K+].[B:15]1([B:15]2[O:19][C:18]([CH3:21])([CH3:20])[C:17]([CH3:23])([CH3:22])[O:16]2)[O:19][C:18]([CH3:21])([CH3:20])[C:17]([CH3:23])([CH3:22])[O:16]1. Given the product [CH3:9][NH:8][C:5]1[CH:4]=[CH:3][C:2]([B:15]2[O:19][C:18]([CH3:21])([CH3:20])[C:17]([CH3:23])([CH3:22])[O:16]2)=[CH:7][N:6]=1, predict the reactants needed to synthesize it. (8) Given the product [OH:11][CH2:10][C@H:9]([NH:8][C:6](=[O:7])[O:5][C:1]([CH3:4])([CH3:3])[CH3:2])[CH2:14][C:15]1[CH:16]=[CH:17][C:18]([B:21]2[O:25][C:24]([CH3:26])([CH3:27])[C:23]([CH3:29])([CH3:28])[O:22]2)=[CH:19][CH:20]=1, predict the reactants needed to synthesize it. The reactants are: [C:1]([O:5][C:6]([NH:8][C@H:9]([CH2:14][C:15]1[CH:20]=[CH:19][C:18]([B:21]2[O:25][C:24]([CH3:27])([CH3:26])[C:23]([CH3:29])([CH3:28])[O:22]2)=[CH:17][CH:16]=1)[C:10](OC)=[O:11])=[O:7])([CH3:4])([CH3:3])[CH3:2].[BH4-].[Li+]. (9) The reactants are: [CH3:1][O:2][C:3](=[O:17])/[CH:4]=[C:5](\[NH:7][C:8]1[CH:13]=[CH:12][C:11]([N+:14]([O-:16])=[O:15])=[CH:10][CH:9]=1)/[CH3:6].[C:18](#[N:25])[C:19]1[CH:24]=[CH:23][CH:22]=[CH:21][CH:20]=1. Given the product [CH3:1][O:2][C:3]([C:4]1[C:18]([C:19]2[CH:24]=[CH:23][CH:22]=[CH:21][CH:20]=2)=[N:25][N:7]([C:8]2[CH:13]=[CH:12][C:11]([N+:14]([O-:16])=[O:15])=[CH:10][CH:9]=2)[C:5]=1[CH3:6])=[O:17], predict the reactants needed to synthesize it. (10) Given the product [F:18][C:17]1[C:12]2[N:13]([C:9]([C:4]3[CH:5]=[CH:6][C:7]([F:8])=[C:2]([C:28]4[CH:29]=[CH:30][C:25]([O:24][CH3:23])=[N:26][CH:27]=4)[CH:3]=3)=[CH:10][N:11]=2)[CH:14]=[CH:15][C:16]=1[C:19]([OH:22])([CH3:21])[CH3:20], predict the reactants needed to synthesize it. The reactants are: Cl[C:2]1[CH:3]=[C:4]([C:9]2[N:13]3[CH:14]=[CH:15][C:16]([C:19]([OH:22])([CH3:21])[CH3:20])=[C:17]([F:18])[C:12]3=[N:11][CH:10]=2)[CH:5]=[CH:6][C:7]=1[F:8].[CH3:23][O:24][C:25]1[CH:30]=[CH:29][C:28](B(O)O)=[CH:27][N:26]=1.